From a dataset of Full USPTO retrosynthesis dataset with 1.9M reactions from patents (1976-2016). Predict the reactants needed to synthesize the given product. (1) Given the product [CH2:1]([C@@H:6]1[CH2:8][C@@H:7]1[CH2:9][C@@H:10]1[CH2:12][C@H:11]1[CH2:13][CH2:14][CH2:15][CH2:16][CH2:17][CH2:18][CH2:19][CH2:20][OH:21])[CH2:2][CH2:3][CH2:4][CH3:5], predict the reactants needed to synthesize it. The reactants are: [CH2:1]([C@H:6]1[CH2:8][C@H:7]1[CH2:9][C@@H:10]1[CH2:12][C@@H:11]1[CH2:13][C:14]#[C:15][CH2:16][CH2:17][CH2:18][CH2:19][CH2:20][OH:21])[CH2:2][CH2:3][CH2:4][CH3:5].C([C@H]1C[C@H]1C[C@@H]1C[C@H]1CCCCCCCCO)CCCC.C([C@@H]1C[C@@H]1C[C@@H]1C[C@@H]1CC#CCCCCCO)CCCC. (2) Given the product [NH:9]1[C:4]2[C:5](=[CH:6][CH:1]=[CH:2][CH:3]=2)[C:7]([CH2:10][C:11](=[O:21])[C:18]([O-:20])=[O:19])=[CH:8]1.[C:18]([O-:20])(=[O:19])[C:11]([CH3:10])=[O:21], predict the reactants needed to synthesize it. The reactants are: [CH:1]1[CH:6]=[C:5]2[C:7]([CH2:10][C@@:11]([OH:21])([C:18]([OH:20])=[O:19])C[C@H](N)C(O)=O)=[CH:8][NH:9][C:4]2=[CH:3][CH:2]=1.P([O-])([O-])([O-])=O.[K+].[K+].[K+].CC1C(O)=C(C=O)C(COP(O)(O)=O)=CN=1.[Mg+2].[Cl-].[Cl-].